From a dataset of Full USPTO retrosynthesis dataset with 1.9M reactions from patents (1976-2016). Predict the reactants needed to synthesize the given product. (1) Given the product [C:1]([NH:11][C@@H:12]1[C@@H:18]([OH:19])[C@H:17]([OH:20])[C@@H:16]([CH2:21][OH:22])[O:15][C:13]1([CH2:34][CH2:35][CH2:36][CH2:37][CH2:38][CH2:39][CH2:40][CH3:41])[OH:14])([O:3][CH2:4][C:5]1[CH:10]=[CH:9][CH:8]=[CH:7][CH:6]=1)=[O:2], predict the reactants needed to synthesize it. The reactants are: [C:1]([NH:11][C@@H:12]1[C@@H:18]([OH:19])[C@H:17]([OH:20])[C@@H:16]([CH2:21][OH:22])[O:15][CH:13]1[OH:14])([O:3][CH2:4][C:5]1[CH:10]=[CH:9][CH:8]=[CH:7][CH:6]=1)=[O:2].C1(C)C=CC(S(O)(=O)=O)=CC=1.[CH2:34](O)[CH2:35][CH2:36][CH2:37][CH2:38][CH2:39][CH2:40][CH3:41]. (2) Given the product [F:1][C:2]1[CH:3]=[C:4]([CH:8]=[CH:9][C:10]=1[O:11][C:12]1[CH:17]=[C:16]([C:18]2[NH:19][C:20]([C:23]3[S:24][CH:25]=[CH:26][N:27]=3)=[CH:21][CH:22]=2)[CH:15]=[C:14]([O:28][C@@H:29]([CH3:33])[CH2:30][O:31][CH3:32])[CH:13]=1)[C:5]([N:34]1[CH2:39][CH2:38][O:37][CH2:36][CH2:35]1)=[O:7], predict the reactants needed to synthesize it. The reactants are: [F:1][C:2]1[CH:3]=[C:4]([CH:8]=[CH:9][C:10]=1[O:11][C:12]1[CH:17]=[C:16]([C:18]2[NH:19][C:20]([C:23]3[S:24][CH:25]=[CH:26][N:27]=3)=[CH:21][CH:22]=2)[CH:15]=[C:14]([O:28][C@@H:29]([CH3:33])[CH2:30][O:31][CH3:32])[CH:13]=1)[C:5]([OH:7])=O.[NH:34]1[CH2:39][CH2:38][O:37][CH2:36][CH2:35]1.CN(C(ON1N=NC2C=CC=NC1=2)=[N+](C)C)C.F[P-](F)(F)(F)(F)F.C(N(CC)C(C)C)(C)C. (3) Given the product [CH3:1][N:2]([CH3:17])[S:3]([C:6]1[CH:7]=[C:8]2[C:12](=[CH:13][CH:14]=1)[N:11]([CH2:21][C:22]([O:24][C:25]([CH3:28])([CH3:27])[CH3:26])=[O:23])[C:10](=[O:15])[C:9]2=[O:16])(=[O:5])=[O:4], predict the reactants needed to synthesize it. The reactants are: [CH3:1][N:2]([CH3:17])[S:3]([C:6]1[CH:7]=[C:8]2[C:12](=[CH:13][CH:14]=1)[NH:11][C:10](=[O:15])[C:9]2=[O:16])(=[O:5])=[O:4].[H-].[Na+].Br[CH2:21][C:22]([O:24][C:25]([CH3:28])([CH3:27])[CH3:26])=[O:23]. (4) Given the product [Br:1][CH2:7][CH2:8][CH:3]([CH3:2])[C:4]([O:6][CH2:9][CH3:10])=[O:5], predict the reactants needed to synthesize it. The reactants are: [BrH:1].[CH3:2][CH:3]1[CH2:8][CH2:7][O:6][C:4]1=[O:5].[CH3:9][CH2:10]O. (5) Given the product [NH2:39][C:36]1[N:35]=[CH:34][C:33]2[CH2:32][N:31]([C:9]([NH:11][CH2:12][CH:13]3[C:15]4([CH2:20][CH2:19][N:18]([C:21]([O:23][C:24]([CH3:26])([CH3:25])[CH3:27])=[O:22])[CH2:17][CH2:16]4)[CH2:14]3)=[O:10])[CH2:30][C:38]=2[CH:37]=1, predict the reactants needed to synthesize it. The reactants are: [N+](C1C=CC(O[C:9]([NH:11][CH2:12][CH:13]2[C:15]3([CH2:20][CH2:19][N:18]([C:21]([O:23][C:24]([CH3:27])([CH3:26])[CH3:25])=[O:22])[CH2:17][CH2:16]3)[CH2:14]2)=[O:10])=CC=1)([O-])=O.[CH2:30]1[C:38]2[CH:37]=[C:36]([NH2:39])[N:35]=[CH:34][C:33]=2[CH2:32][NH:31]1.CCN(C(C)C)C(C)C. (6) Given the product [Cl:1][C:2]1[N:7]=[C:6]([C:8]([O:10][CH2:11][CH3:12])=[O:9])[C:5]([NH:18][CH2:17][CH2:16][O:15][CH3:14])=[CH:4][N:3]=1, predict the reactants needed to synthesize it. The reactants are: [Cl:1][C:2]1[N:7]=[C:6]([C:8]([O:10][CH2:11][CH3:12])=[O:9])[C:5](F)=[CH:4][N:3]=1.[CH3:14][O:15][CH2:16][CH2:17][NH2:18].